Dataset: Reaction yield outcomes from USPTO patents with 853,638 reactions. Task: Predict the reaction yield, written as a fraction of the theoretical maximum amount of product (1.0 means a 100% yield; for example, 0.34 means a 34% yield). (1) The reactants are [CH:1]1([N:7]([CH2:17][CH3:18])[CH2:8][CH2:9][C:10]2[CH:15]=[CH:14][C:13]([OH:16])=[CH:12][CH:11]=2)[CH2:6][CH2:5][CH2:4][CH2:3][CH2:2]1.Cl[C:20]1[N:24]([CH3:25])[C:23]2[CH:26]=[CH:27][CH:28]=[CH:29][C:22]=2[N:21]=1.C([O-])([O-])=O.[Cs+].[Cs+]. The catalyst is CN(C=O)C. The product is [CH:1]1([N:7]([CH2:17][CH3:18])[CH2:8][CH2:9][C:10]2[CH:15]=[CH:14][C:13]([O:16][C:20]3[N:24]([CH3:25])[C:23]4[CH:26]=[CH:27][CH:28]=[CH:29][C:22]=4[N:21]=3)=[CH:12][CH:11]=2)[CH2:6][CH2:5][CH2:4][CH2:3][CH2:2]1. The yield is 0.280. (2) The reactants are [CH:1]([C@@H:4]1[N:10]([C:11](=[O:21])[NH:12][C:13]2[CH:18]=[CH:17][C:16]([O:19][CH3:20])=[CH:15][CH:14]=2)[CH2:9][C:8]2[CH:22]=[CH:23][C:24]([C:26](OC)=[O:27])=[CH:25][C:7]=2[O:6][CH2:5]1)([CH3:3])[CH3:2].CO.[OH-:32].[Na+].[NH2:34]O. The catalyst is C1COCC1. The product is [OH:32][NH:34][C:26]([C:24]1[CH:23]=[CH:22][C:8]2[CH2:9][N:10]([C:11]([NH:12][C:13]3[CH:18]=[CH:17][C:16]([O:19][CH3:20])=[CH:15][CH:14]=3)=[O:21])[C@@H:4]([CH:1]([CH3:3])[CH3:2])[CH2:5][O:6][C:7]=2[CH:25]=1)=[O:27]. The yield is 0.750. (3) The reactants are FC(F)(F)C(O)=O.[F:8][C:9]1[CH:27]=[C:26]([S:28]([CH3:31])(=[O:30])=[O:29])[CH:25]=[CH:24][C:10]=1[CH2:11][N:12]1[CH2:16][CH2:15][N:14]([CH:17]2[CH2:22][CH2:21][NH:20][CH2:19][CH2:18]2)[C:13]1=[O:23].C(N(C(C)C)C(C)C)C.Cl[C:42]1[S:46][N:45]=[C:44]([CH:47]([CH3:49])[CH3:48])[N:43]=1. The catalyst is CN(C=O)C.O. The product is [F:8][C:9]1[CH:27]=[C:26]([S:28]([CH3:31])(=[O:30])=[O:29])[CH:25]=[CH:24][C:10]=1[CH2:11][N:12]1[CH2:16][CH2:15][N:14]([CH:17]2[CH2:22][CH2:21][N:20]([C:42]3[S:46][N:45]=[C:44]([CH:47]([CH3:49])[CH3:48])[N:43]=3)[CH2:19][CH2:18]2)[C:13]1=[O:23]. The yield is 0.376. (4) The reactants are Cl[C:2](=[O:9])[CH2:3][C:4]([O:6][CH2:7][CH3:8])=[O:5].[C:10]([C:14]1[O:18][C:17]([C:19]2[C:20]([NH2:37])=[N:21][CH:22]=[C:23]([C:25]3[N:29]([CH3:30])[N:28]=[C:27]([CH:31]4[CH2:36][CH2:35][NH:34][CH2:33][CH2:32]4)[N:26]=3)[N:24]=2)=[N:16][N:15]=1)([CH3:13])([CH3:12])[CH3:11].C(N(CC)CC)C. The catalyst is C(Cl)Cl. The product is [NH2:37][C:20]1[N:21]=[CH:22][C:23]([C:25]2[N:29]([CH3:30])[N:28]=[C:27]([CH:31]3[CH2:36][CH2:35][N:34]([C:2](=[O:9])[CH2:3][C:4]([O:6][CH2:7][CH3:8])=[O:5])[CH2:33][CH2:32]3)[N:26]=2)=[N:24][C:19]=1[C:17]1[O:18][C:14]([C:10]([CH3:13])([CH3:11])[CH3:12])=[N:15][N:16]=1. The yield is 0.617. (5) The reactants are [F-].C([N+](CCCC)(CCCC)CCCC)CCC.[Br:19][C:20]1[C:21]([CH:27]=[O:28])=[N:22][CH:23]=[CH:24][C:25]=1[CH3:26].[F:29][C:30]([Si](C)(C)C)([F:32])[F:31]. The catalyst is C1COCC1.C(OCC)(=O)C. The product is [Br:19][C:20]1[C:21]([CH:27]([OH:28])[C:30]([F:32])([F:31])[F:29])=[N:22][CH:23]=[CH:24][C:25]=1[CH3:26]. The yield is 0.440. (6) The reactants are [CH3:1][O:2][C:3](=[O:30])[NH:4][CH:5]([C:9]([N:11]1[CH2:15][CH2:14][CH2:13][CH:12]1[C:16]1[NH:17][C:18]([C:21]2[S:25][CH:24]3[CH:26]=[C:27](Br)[S:28][CH:23]3[CH:22]=2)=[CH:19][N:20]=1)=[O:10])[CH:6]([CH3:8])[CH3:7].[CH3:31][O:32][C:33](=[O:53])[NH:34][CH:35]([C:39]([N:41]1[CH2:45][CH2:44][CH2:43][CH:42]1[C:46]1[NH:47][C:48]([C:51]#[CH:52])=[CH:49][N:50]=1)=[O:40])[CH:36]([CH3:38])[CH3:37].C(N(CC)CC)C. The catalyst is CN(C=O)C.C1C=CC([P]([Pd]([P](C2C=CC=CC=2)(C2C=CC=CC=2)C2C=CC=CC=2)([P](C2C=CC=CC=2)(C2C=CC=CC=2)C2C=CC=CC=2)[P](C2C=CC=CC=2)(C2C=CC=CC=2)C2C=CC=CC=2)(C2C=CC=CC=2)C2C=CC=CC=2)=CC=1.[Cu]I. The product is [CH3:1][O:2][C:3](=[O:30])[NH:4][CH:5]([C:9]([N:11]1[CH2:15][CH2:14][CH2:13][CH:12]1[C:16]1[NH:17][C:18]([C:21]2[S:25][CH:24]3[CH:26]=[C:27]([C:52]#[C:51][C:48]4[NH:47][C:46]([CH:42]5[CH2:43][CH2:44][CH2:45][N:41]5[C:39](=[O:40])[CH:35]([NH:34][C:33]([O:32][CH3:31])=[O:53])[CH:36]([CH3:38])[CH3:37])=[N:50][CH:49]=4)[S:28][CH:23]3[CH:22]=2)=[CH:19][N:20]=1)=[O:10])[CH:6]([CH3:8])[CH3:7]. The yield is 0.180. (7) The reactants are F[C:2]1C(N)=NC(N)=NC=1.[OH:10][C:11]1[CH:19]=[CH:18][C:17]([N+:20]([O-:22])=[O:21])=[CH:16][C:12]=1[C:13]([OH:15])=[O:14].C(=O)([O-])[O-].[K+].[K+].IC. No catalyst specified. The product is [OH:10][C:11]1[CH:19]=[CH:18][C:17]([N+:20]([O-:22])=[O:21])=[CH:16][C:12]=1[C:13]([O:15][CH3:2])=[O:14]. The yield is 0.770.